From a dataset of Reaction yield outcomes from USPTO patents with 853,638 reactions. Predict the reaction yield, written as a fraction of the theoretical maximum amount of product (1.0 means a 100% yield; for example, 0.34 means a 34% yield). (1) The catalyst is CC#N.O=[Mn]=O. The reactants are [C:1]([O:5][C:6](=[O:21])[N:7]([CH2:11][C:12]1[CH:17]=[CH:16][C:15]([Cl:18])=[C:14]([CH2:19][OH:20])[CH:13]=1)[CH2:8][CH2:9][F:10])([CH3:4])([CH3:3])[CH3:2]. The product is [C:1]([O:5][C:6](=[O:21])[N:7]([CH2:11][C:12]1[CH:17]=[CH:16][C:15]([Cl:18])=[C:14]([CH:19]=[O:20])[CH:13]=1)[CH2:8][CH2:9][F:10])([CH3:4])([CH3:2])[CH3:3]. The yield is 1.00. (2) The reactants are [Cl:1][C:2]1[CH:3]=[CH:4][C:5]([O:17][CH2:18][C:19]2[CH:24]=[CH:23][C:22]([Cl:25])=[CH:21][CH:20]=2)=[C:6]([CH:16]=1)[CH2:7][N:8]1[C:12]([CH3:13])=[CH:11][C:10]([CH2:14][OH:15])=[N:9]1.CC(OI1(OC(C)=O)(OC(C)=O)OC(=O)C2C=CC=CC1=2)=O. The catalyst is C(Cl)Cl. The product is [Cl:1][C:2]1[CH:3]=[CH:4][C:5]([O:17][CH2:18][C:19]2[CH:20]=[CH:21][C:22]([Cl:25])=[CH:23][CH:24]=2)=[C:6]([CH:16]=1)[CH2:7][N:8]1[C:12]([CH3:13])=[CH:11][C:10]([CH:14]=[O:15])=[N:9]1. The yield is 0.640.